Dataset: Catalyst prediction with 721,799 reactions and 888 catalyst types from USPTO. Task: Predict which catalyst facilitates the given reaction. Reactant: C(OC([N:8]1[CH2:13][CH2:12][CH:11]([NH:14][C:15]2[CH:20]=[C:19]([O:21][CH3:22])[N:18]=[C:17]([O:23]C)[N:16]=2)[CH2:10][CH2:9]1)=O)(C)(C)C.[ClH:25]. The catalyst class is: 714. Product: [ClH:25].[ClH:25].[CH3:22][O:21][C:19]1[CH:20]=[C:15]([NH:14][CH:11]2[CH2:12][CH2:13][NH:8][CH2:9][CH2:10]2)[N:16]=[C:17]([OH:23])[N:18]=1.